From a dataset of Full USPTO retrosynthesis dataset with 1.9M reactions from patents (1976-2016). Predict the reactants needed to synthesize the given product. (1) Given the product [Br:45][CH2:24][CH2:23][O:22][C:19]1[CH:20]=[CH:21][C:16]([C:4]2[N:3]([CH2:1][CH3:2])[C:11]3[C:6]([C:5]=2[C:14]#[N:15])=[CH:7][CH:8]=[C:9]([O:12][CH3:13])[CH:10]=3)=[CH:17][CH:18]=1, predict the reactants needed to synthesize it. The reactants are: [CH2:1]([N:3]1[C:11]2[C:6](=[CH:7][CH:8]=[C:9]([O:12][CH3:13])[CH:10]=2)[C:5]([C:14]#[N:15])=[C:4]1[C:16]1[CH:21]=[CH:20][C:19]([O:22][CH2:23][CH2:24]O)=[CH:18][CH:17]=1)[CH3:2].C1C=CC(P(C2C=CC=CC=2)C2C=CC=CC=2)=CC=1.[Br:45]N1C(=O)CCC1=O. (2) Given the product [ClH:38].[ClH:38].[NH2:1][C:2]1[N:3]=[C:4]([NH:17][C:18]2[CH:19]=[CH:20][C:21]([C:22]([NH:34][C:28]([CH3:33])([CH3:27])[CH2:29][N:30]([CH3:32])[CH3:31])=[O:24])=[CH:25][CH:26]=2)[S:5][C:6]=1[C:7](=[O:16])[C:8]1[C:13]([F:14])=[CH:12][CH:11]=[CH:10][C:9]=1[F:15].[NH4+:1].[OH-:36], predict the reactants needed to synthesize it. The reactants are: [NH2:1][C:2]1[N:3]=[C:4]([NH:17][C:18]2[CH:26]=[CH:25][C:21]([C:22]([OH:24])=O)=[CH:20][CH:19]=2)[S:5][C:6]=1[C:7](=[O:16])[C:8]1[C:13]([F:14])=[CH:12][CH:11]=[CH:10][C:9]=1[F:15].[CH3:27][C:28]([NH2:34])([CH3:33])[CH2:29][N:30]([CH3:32])[CH3:31].C[OH:36].C(Cl)(Cl)[Cl:38]. (3) The reactants are: [CH3:1][C:2]1[CH:45]=[C:44]([CH3:46])[CH:43]=[CH:42][C:3]=1[O:4][CH2:5][C@H:6]([OH:41])[CH2:7][NH:8][C:9]1[CH:14]=[CH:13][NH:12][C:11](=[O:15])[C:10]=1[C:16]1[NH:27][C:26]2[C:18](=[CH:19][C:20]3[CH2:21][N:22]([CH:29]4[CH2:34][CH2:33][N:32]([CH2:35][CH2:36][S:37]([CH3:40])(=[O:39])=[O:38])[CH2:31][CH2:30]4)[C:23](=[O:28])[C:24]=3[CH:25]=2)[N:17]=1.[CH3:47][C:48](O)=[O:49]. Given the product [CH3:1][C:2]1[CH:45]=[C:44]([CH3:46])[CH:43]=[CH:42][C:3]=1[O:4][CH2:5][CH:6]([O:41][C:48](=[O:49])[CH3:47])[CH2:7][NH:8][C:9]1[CH:14]=[CH:13][NH:12][C:11](=[O:15])[C:10]=1[C:16]1[NH:27][C:26]2[C:18]([N:17]=1)=[CH:19][C:20]1[CH2:21][N:22]([CH:29]3[CH2:34][CH2:33][N:32]([CH2:35][CH2:36][S:37]([CH3:40])(=[O:39])=[O:38])[CH2:31][CH2:30]3)[C:23](=[O:28])[C:24]=1[CH:25]=2, predict the reactants needed to synthesize it. (4) Given the product [Cl:37][C:38]1[CH:43]=[C:42]([C:2]2[N:3]=[C:4]3[C:9](=[CH:10][CH:11]=2)[N:8]=[CH:7][C:6]([C:12](=[O:15])[CH2:13][CH3:14])=[C:5]3[NH:16][C:17]2[CH:18]=[CH:19][C:20]([N:23]3[CH2:28][CH2:27][CH2:26][C@@H:25]([NH:29][C:30](=[O:36])[O:31][C:32]([CH3:33])([CH3:35])[CH3:34])[CH2:24]3)=[N:21][CH:22]=2)[CH:41]=[C:40]([Cl:53])[C:39]=1[OH:54], predict the reactants needed to synthesize it. The reactants are: Cl[C:2]1[N:3]=[C:4]2[C:9](=[CH:10][CH:11]=1)[N:8]=[CH:7][C:6]([C:12](=[O:15])[CH2:13][CH3:14])=[C:5]2[NH:16][C:17]1[CH:18]=[CH:19][C:20]([N:23]2[CH2:28][CH2:27][CH2:26][C@@H:25]([NH:29][C:30](=[O:36])[O:31][C:32]([CH3:35])([CH3:34])[CH3:33])[CH2:24]2)=[N:21][CH:22]=1.[Cl:37][C:38]1[CH:43]=[C:42](B2OC(C)(C)C(C)(C)O2)[CH:41]=[C:40]([Cl:53])[C:39]=1[OH:54].